Dataset: Forward reaction prediction with 1.9M reactions from USPTO patents (1976-2016). Task: Predict the product of the given reaction. Given the reactants CS([C:5]1[S:9][C:8]2=[N:10][C:11]([C:13]3[O:14][C:15]4[C:16](=[C:18]([OH:22])[CH:19]=[CH:20][CH:21]=4)[N:17]=3)=[CH:12][N:7]2[N:6]=1)(=O)=O.[CH3:23][OH:24].C[O-].[Na+], predict the reaction product. The product is: [CH3:23][O:24][C:5]1[S:9][C:8]2=[N:10][C:11]([C:13]3[O:14][C:15]4[C:16](=[C:18]([OH:22])[CH:19]=[CH:20][CH:21]=4)[N:17]=3)=[CH:12][N:7]2[N:6]=1.